This data is from Forward reaction prediction with 1.9M reactions from USPTO patents (1976-2016). The task is: Predict the product of the given reaction. (1) Given the reactants [CH2:1]([N:4]([CH2:6][CH2:7][CH2:8][CH2:9][O:10][C:11]1[CH:12]=[C:13]2[C:17](=[CH:18][CH:19]=1)[NH:16][C:15]([CH3:20])=[C:14]2[CH3:21])[CH3:5])[CH:2]=[CH2:3].F[C:23]1[CH:28]=[CH:27][C:26]([C:29]([F:32])([F:31])[F:30])=[CH:25][CH:24]=1, predict the reaction product. The product is: [CH2:1]([N:4]([CH2:6][CH2:7][CH2:8][CH2:9][O:10][C:11]1[CH:12]=[C:13]2[C:17](=[CH:18][CH:19]=1)[N:16]([C:23]1[CH:28]=[CH:27][C:26]([C:29]([F:32])([F:31])[F:30])=[CH:25][CH:24]=1)[C:15]([CH3:20])=[C:14]2[CH3:21])[CH3:5])[CH:2]=[CH2:3]. (2) Given the reactants [NH2:1][C:2]1[CH:7]=[C:6]([O:8][C:9]([F:12])([F:11])[F:10])[CH:5]=[CH:4][C:3]=1[OH:13].C1N=CN([C:19](N2C=NC=C2)=[O:20])C=1, predict the reaction product. The product is: [F:12][C:9]([F:10])([F:11])[O:8][C:6]1[CH:5]=[CH:4][C:3]2[O:13][C:19](=[O:20])[NH:1][C:2]=2[CH:7]=1. (3) Given the reactants C1COCC1.[CH2:6]=[C:7]([C:9]([O:12][C:13]([C:19]([O:22][C:23]([C:29]([NH2:31])=[O:30])([C:25]([F:28])([F:27])[F:26])[F:24])([F:21])[F:20])([C:15]([F:18])([F:17])[F:16])[F:14])([F:11])[F:10])[F:8].[H-].[Na+].[C:34]([S:59](F)(=[O:61])=[O:60])([C:37]([C:40]([C:43]([C:46]([C:49]([C:52]([C:55]([F:58])([F:57])[F:56])([F:54])[F:53])([F:51])[F:50])([F:48])[F:47])([F:45])[F:44])([F:42])[F:41])([F:39])[F:38])([F:36])[F:35], predict the reaction product. The product is: [CH2:6]=[C:7]([C:9]([O:12][C:13]([C:19]([O:22][C:23]([C:29]([NH:31][S:59]([C:34]([C:37]([C:40]([C:43]([C:46]([C:49]([C:52]([C:55]([F:56])([F:57])[F:58])([F:53])[F:54])([F:50])[F:51])([F:48])[F:47])([F:45])[F:44])([F:42])[F:41])([F:39])[F:38])([F:36])[F:35])(=[O:61])=[O:60])=[O:30])([C:25]([F:26])([F:27])[F:28])[F:24])([F:20])[F:21])([C:15]([F:18])([F:17])[F:16])[F:14])([F:11])[F:10])[F:8]. (4) Given the reactants [N:1]1([C:7]2[C:16]3[C:11](=[CH:12][CH:13]=[CH:14][CH:15]=3)[C:10]([C:17]#[N:18])=[CH:9][CH:8]=2)[CH2:6][CH2:5][CH2:4][CH2:3][NH:2]1.C(O)C.C(O)(=O)C.[CH:26](=O)[C:27]1[CH:32]=[CH:31][CH:30]=[CH:29][CH:28]=1, predict the reaction product. The product is: [C:27]1([CH2:26][N:2]2[CH2:3][CH2:4][CH2:5][CH2:6][N:1]2[C:7]2[C:16]3[C:11](=[CH:12][CH:13]=[CH:14][CH:15]=3)[C:10]([C:17]#[N:18])=[CH:9][CH:8]=2)[CH:32]=[CH:31][CH:30]=[CH:29][CH:28]=1. (5) Given the reactants Br[C:2]1[CH:3]=[C:4]([C:8]2[CH:13]=[CH:12][CH:11]=[CH:10][CH:9]=2)[CH:5]=[CH:6][CH:7]=1.[CH:14]1([N:19]2[CH2:24][CH2:23][NH:22][CH2:21][CH2:20]2)[CH2:18][CH2:17][CH2:16][CH2:15]1.CC(C)([O-])C.[Na+], predict the reaction product. The product is: [C:4]1([C:8]2[CH:13]=[CH:12][CH:11]=[CH:10][CH:9]=2)[CH:5]=[CH:6][CH:7]=[C:2]([N:22]2[CH2:23][CH2:24][N:19]([CH:14]3[CH2:18][CH2:17][CH2:16][CH2:15]3)[CH2:20][CH2:21]2)[CH:3]=1.